Task: Regression. Given a peptide amino acid sequence and an MHC pseudo amino acid sequence, predict their binding affinity value. This is MHC class II binding data.. Dataset: Peptide-MHC class II binding affinity with 134,281 pairs from IEDB (1) The peptide sequence is AFNVENGNATPQLTK. The MHC is HLA-DQA10401-DQB10402 with pseudo-sequence HLA-DQA10401-DQB10402. The binding affinity (normalized) is 0.220. (2) The peptide sequence is TRKIMKVVNRWLFRHHHHHH. The MHC is DRB1_0404 with pseudo-sequence DRB1_0404. The binding affinity (normalized) is 0.414. (3) The peptide sequence is YEAFVLHFSEALRII. The MHC is DRB1_0401 with pseudo-sequence DRB1_0401. The binding affinity (normalized) is 0.698.